Task: Predict the product of the given reaction.. Dataset: Forward reaction prediction with 1.9M reactions from USPTO patents (1976-2016) (1) Given the reactants [Cl:1][C:2]1[C:3]([C:37]([F:40])([F:39])[F:38])=[C:4]([NH:8][C:9](=[O:36])[NH:10][C:11]2[CH:35]=[CH:34][C:14]([O:15][C:16]3[CH:21]=[CH:20][N:19]=[C:18](/[CH:22]=[CH:23]/[C:24]([NH:26][O:27]C4CCCCO4)=[O:25])[CH:17]=3)=[CH:13][CH:12]=2)[CH:5]=[CH:6][CH:7]=1.Cl, predict the reaction product. The product is: [Cl:1][C:2]1[C:3]([C:37]([F:39])([F:38])[F:40])=[C:4]([NH:8][C:9](=[O:36])[NH:10][C:11]2[CH:35]=[CH:34][C:14]([O:15][C:16]3[CH:21]=[CH:20][N:19]=[C:18](/[CH:22]=[CH:23]/[C:24]([NH:26][OH:27])=[O:25])[CH:17]=3)=[CH:13][CH:12]=2)[CH:5]=[CH:6][CH:7]=1. (2) Given the reactants [CH3:1][N:2]1[C:6]([CH2:7][CH2:8][C:9]([OH:11])=O)=[N:5][C:4]([N:12]2[CH2:16][CH2:15][CH2:14][CH2:13]2)=[N:3]1.C(N1C=CN=C1)(N1C=CN=C1)=O.[NH2:29][N:30]1[C:34]([CH3:35])=[C:33]([CH3:36])[N:32]=[C:31]1[C:37]([NH2:39])=[O:38], predict the reaction product. The product is: [CH3:36][C:33]1[N:32]=[C:31]([C:37]([NH2:39])=[O:38])[N:30]([NH:29][C:9](=[O:11])[CH2:8][CH2:7][C:6]2[N:2]([CH3:1])[N:3]=[C:4]([N:12]3[CH2:16][CH2:15][CH2:14][CH2:13]3)[N:5]=2)[C:34]=1[CH3:35]. (3) Given the reactants [Cl:1][C:2]1[CH:29]=[CH:28][C:5]2[N:6]([CH:23]3[CH2:27][CH2:26][NH:25][CH2:24]3)[C:7]([CH2:9][N:10]3[C:14]4=[CH:15][N:16]=[CH:17][CH:18]=[C:13]4[C:12]([S:19]([CH3:22])(=[O:21])=[O:20])=[N:11]3)=[N:8][C:4]=2[CH:3]=1.[C:30](OC(=O)C)(=[O:32])[CH3:31].O, predict the reaction product. The product is: [Cl:1][C:2]1[CH:29]=[CH:28][C:5]2[N:6]([CH:23]3[CH2:27][CH2:26][N:25]([C:30](=[O:32])[CH3:31])[CH2:24]3)[C:7]([CH2:9][N:10]3[C:14]4=[CH:15][N:16]=[CH:17][CH:18]=[C:13]4[C:12]([S:19]([CH3:22])(=[O:20])=[O:21])=[N:11]3)=[N:8][C:4]=2[CH:3]=1. (4) The product is: [OH:2][C:3]1[N:8]=[CH:7][C:6]([CH2:9][C:10]([O:12][CH2:16][CH3:17])=[O:11])=[CH:5][CH:4]=1. Given the reactants C[O:2][C:3]1[N:8]=[CH:7][C:6]([CH2:9][C:10]([OH:12])=[O:11])=[CH:5][CH:4]=1.ClCO[CH:16](C)[CH3:17], predict the reaction product. (5) The product is: [Cl:1][C:2]1[N:9]=[C:8]([C:13]2[C:14]([CH3:18])=[CH:15][CH:16]=[CH:17][C:12]=2[CH3:11])[CH:7]=[CH:6][C:3]=1[C:4]#[N:5]. Given the reactants [Cl:1][C:2]1[N:9]=[C:8](Cl)[CH:7]=[CH:6][C:3]=1[C:4]#[N:5].[CH3:11][C:12]1[CH:17]=[CH:16][CH:15]=[C:14]([CH3:18])[C:13]=1B(O)O.C(=O)([O-])[O-].[K+].[K+], predict the reaction product. (6) Given the reactants [CH3:1][O:2][C:3]1[CH:4]=[C:5]([C:9]2([C:15]([CH:17]([C:23]([O:25][CH2:26][CH3:27])=[O:24])[C:18](OCC)=[O:19])=[O:16])[CH2:14][CH2:13][O:12][CH2:11][CH2:10]2)[CH:6]=[CH:7][CH:8]=1.OS(O)(=O)=O, predict the reaction product. The product is: [CH3:1][O:2][C:3]1[CH:8]=[CH:7][CH:6]=[C:5]2[C:4]=1[C:18]([OH:19])=[C:17]([C:23]([O:25][CH2:26][CH3:27])=[O:24])[C:15](=[O:16])[C:9]12[CH2:10][CH2:11][O:12][CH2:13][CH2:14]1. (7) Given the reactants [Br:1][C:2]1[N:7]=[CH:6][C:5]([NH2:8])=[C:4]([NH:9][CH:10]([CH3:12])[CH3:11])[CH:3]=1.C(N(CC)CC)C.[C:20]([O:23][CH2:24][C:25](Cl)=[O:26])(=[O:22])[CH3:21], predict the reaction product. The product is: [C:20]([O:23][CH2:24][C:25]([NH:8][C:5]1[CH:6]=[N:7][C:2]([Br:1])=[CH:3][C:4]=1[NH:9][CH:10]([CH3:12])[CH3:11])=[O:26])(=[O:22])[CH3:21]. (8) Given the reactants C(N1C[C@H](OCC)[C@H](NC2C(CC)=NC(C3C=CC(Cl)=CC=3Cl)=C(CC)N=2)C1)(=O)C.[Cl:31][C:32]1[CH:37]=[C:36]([O:38][CH3:39])[CH:35]=[CH:34][C:33]=1[C:40]1[N:41]=[C:42]([CH2:58][CH3:59])[C:43]([NH:48][C@H:49]2[C@@H:53]([O:54][CH2:55][CH2:56][F:57])[CH2:52][NH:51][CH2:50]2)=[N:44][C:45]=1[CH2:46][CH3:47].Cl[C:61]([O:63][CH3:64])=[O:62], predict the reaction product. The product is: [Cl:31][C:32]1[CH:37]=[C:36]([O:38][CH3:39])[CH:35]=[CH:34][C:33]=1[C:40]1[N:41]=[C:42]([CH2:58][CH3:59])[C:43]([NH:48][C@H:49]2[C@@H:53]([O:54][CH2:55][CH2:56][F:57])[CH2:52][N:51]([C:61]([O:63][CH3:64])=[O:62])[CH2:50]2)=[N:44][C:45]=1[CH2:46][CH3:47]. (9) Given the reactants [NH2:1][C:2]1[CH:31]=[CH:30][CH:29]=[CH:28][C:3]=1[C:4]([C:6]1[C:11]([NH:12][S:13]([C:16]2[CH:21]=[CH:20][C:19]([Cl:22])=[C:18]([C:23]([F:26])([F:25])[F:24])[CH:17]=2)(=[O:15])=[O:14])=[CH:10][C:9]([Cl:27])=[CH:8][N:7]=1)=[O:5].[CH3:32][S:33](Cl)(=[O:35])=[O:34].Cl.CCCC[N+](CCCC)(CCCC)CCCC.[F-], predict the reaction product. The product is: [Cl:22][C:19]1[CH:20]=[CH:21][C:16]([S:13]([NH:12][C:11]2[C:6]([C:4](=[O:5])[C:3]3[CH:28]=[CH:29][CH:30]=[CH:31][C:2]=3[NH:1][S:33]([CH3:32])(=[O:35])=[O:34])=[N:7][CH:8]=[C:9]([Cl:27])[CH:10]=2)(=[O:15])=[O:14])=[CH:17][C:18]=1[C:23]([F:26])([F:25])[F:24].